The task is: Predict which catalyst facilitates the given reaction.. This data is from Catalyst prediction with 721,799 reactions and 888 catalyst types from USPTO. (1) Reactant: [NH2:1][C:2]([CH3:38])([CH3:37])[C:3]([NH:5][C@H:6]([CH2:33][CH:34]([CH3:36])[CH3:35])[C:7]([NH:9][CH:10]1[CH2:19][C:18]2[C:13](=[C:14]([N:20]3[CH2:24][CH2:23][CH2:22][C:21]3=[O:25])[CH:15]=[CH:16][CH:17]=2)[N:12]([CH2:26][C:27]2[CH:31]=[CH:30][S:29][CH:28]=2)[C:11]1=[O:32])=[O:8])=[O:4].[O:39]=C1O[C@H]([C@H](CO)O)C(O)=C1O.O=O. Product: [NH2:1][C:2]([CH3:37])([CH3:38])[C:3]([NH:5][C@H:6]([CH2:33][CH:34]([CH3:35])[CH3:36])[C:7]([NH:9][CH:10]1[CH2:19][C:18]2[C:13](=[C:14]([N:20]3[C:24](=[O:39])[CH2:23][CH2:22][CH:21]3[OH:25])[CH:15]=[CH:16][CH:17]=2)[N:12]([CH2:26][C:27]2[CH:31]=[CH:30][S:29][CH:28]=2)[C:11]1=[O:32])=[O:8])=[O:4]. The catalyst class is: 86. (2) Reactant: [H-].[H-].[H-].[H-].[Li+].[Al+3].[Cl:7][C:8]1[CH:9]=[C:10]2[C:14](=[CH:15][CH:16]=1)[N:13]([CH2:17][CH2:18][CH2:19][S:20]([CH3:23])(=[O:22])=[O:21])[C:12]([C:24](OCC)=[O:25])=[CH:11]2. Product: [Cl:7][C:8]1[CH:9]=[C:10]2[C:14](=[CH:15][CH:16]=1)[N:13]([CH2:17][CH2:18][CH2:19][S:20]([CH3:23])(=[O:22])=[O:21])[C:12]([CH2:24][OH:25])=[CH:11]2. The catalyst class is: 1.